This data is from Full USPTO retrosynthesis dataset with 1.9M reactions from patents (1976-2016). The task is: Predict the reactants needed to synthesize the given product. Given the product [CH2:1]([CH:3]1[O:7][C:6](=[O:8])[N:5]([CH2:9][C:10]2[CH:15]=[CH:14][CH:13]=[CH:12][C:11]=2[NH:16][S:26]([C:25]([F:38])([F:37])[F:24])(=[O:28])=[O:27])[CH2:4]1)[CH3:2], predict the reactants needed to synthesize it. The reactants are: [CH2:1]([CH:3]1[O:7][C:6](=[O:8])[N:5]([CH2:9][C:10]2[CH:15]=[CH:14][CH:13]=[CH:12][C:11]=2[NH2:16])[CH2:4]1)[CH3:2].C(N(CC)CC)C.[F:24][C:25]([F:38])([F:37])[S:26](O[S:26]([C:25]([F:38])([F:37])[F:24])(=[O:28])=[O:27])(=[O:28])=[O:27].